From a dataset of Catalyst prediction with 721,799 reactions and 888 catalyst types from USPTO. Predict which catalyst facilitates the given reaction. (1) Reactant: [Li+].C[Si]([N-][Si](C)(C)C)(C)C.[Cl:11][C:12]1[C:13]([O:34][C:35](=[O:39])[N:36]([CH3:38])[CH3:37])=[CH:14][C:15]2[O:20][C:19](=[O:21])[C:18]([CH2:22][C:23]3[CH:28]=[CH:27][CH:26]=[C:25]([N+:29]([O-:31])=[O:30])[CH:24]=3)=[C:17]([CH3:32])[C:16]=2[CH:33]=1.[C:40](Cl)(=[O:42])[CH3:41].O. Product: [Cl:11][C:12]1[C:13]([O:34][C:35](=[O:39])[N:36]([CH3:37])[CH3:38])=[CH:14][C:15]2[O:20][C:19](=[O:21])[C:18]([CH2:22][C:23]3[CH:28]=[CH:27][CH:26]=[C:25]([N+:29]([O-:31])=[O:30])[CH:24]=3)=[C:17]([CH2:32][C:40](=[O:42])[CH3:41])[C:16]=2[CH:33]=1. The catalyst class is: 1. (2) Reactant: C([O:3][C:4](=[O:35])[CH2:5][CH2:6][N:7]1[CH2:11][C@@H:10]([CH2:12][C:13]([CH3:16])([CH3:15])[CH3:14])[C@@:9]([C:19]2[CH:24]=[CH:23][C:22]([Cl:25])=[CH:21][C:20]=2[F:26])([C:17]#[N:18])[C@H:8]1[C:27]1[CH:32]=[CH:31][CH:30]=[C:29]([Cl:33])[C:28]=1[F:34])C.[Li+].[OH-]. Product: [Cl:33][C:29]1[C:28]([F:34])=[C:27]([C@@H:8]2[C@:9]([C:19]3[CH:24]=[CH:23][C:22]([Cl:25])=[CH:21][C:20]=3[F:26])([C:17]#[N:18])[C@H:10]([CH2:12][C:13]([CH3:15])([CH3:16])[CH3:14])[CH2:11][N:7]2[CH2:6][CH2:5][C:4]([OH:35])=[O:3])[CH:32]=[CH:31][CH:30]=1. The catalyst class is: 20. (3) Reactant: [F:1][CH:2]([F:14])[N:3]1[C:8](=[O:9])[CH:7]=[CH:6][C:5]([C:10]([O:12]C)=[O:11])=[CH:4]1.O.[OH-].[Li+]. Product: [F:14][CH:2]([F:1])[N:3]1[C:8](=[O:9])[CH:7]=[CH:6][C:5]([C:10]([OH:12])=[O:11])=[CH:4]1. The catalyst class is: 24. (4) Reactant: C([O:8][C:9]([C@@H:11]1[CH2:15][CH2:14][CH2:13][N:12]1[C:16](=[O:35])[C@H:17]([NH:31][C:32](=[O:34])[CH3:33])[CH2:18][C:19]1[CH:24]=[CH:23][C:22]([C:25]2[CH:30]=[CH:29][CH:28]=[CH:27][CH:26]=2)=[CH:21][CH:20]=1)=[O:10])C1C=CC=CC=1. Product: [C:32]([NH:31][C@H:17]([CH2:18][C:19]1[CH:20]=[CH:21][C:22]([C:25]2[CH:30]=[CH:29][CH:28]=[CH:27][CH:26]=2)=[CH:23][CH:24]=1)[C:16]([N:12]1[CH2:13][CH2:14][CH2:15][C@H:11]1[C:9]([OH:10])=[O:8])=[O:35])(=[O:34])[CH3:33]. The catalyst class is: 19. (5) Reactant: Cl[CH2:2][C:3]1[CH:4]=[C:5]([CH:8]=[CH:9][C:10]=1[O:11][CH2:12][CH2:13][NH:14][C:15]1[CH:20]=[CH:19][CH:18]=[CH:17][N:16]=1)[CH:6]=[O:7].[I-].[K+]. Product: [N:16]1[CH:17]=[CH:18][CH:19]=[CH:20][C:15]=1[N:14]1[CH2:2][C:3]2[CH:4]=[C:5]([CH:6]=[O:7])[CH:8]=[CH:9][C:10]=2[O:11][CH2:12][CH2:13]1. The catalyst class is: 18. (6) Reactant: [NH2:1][C:2]1[CH:7]=[CH:6][CH:5]=[CH:4][C:3]=1[NH:8][CH2:9][C@@H:10]1[CH2:14][CH2:13][N:12]([C:15]([O:17][C:18]([CH3:21])([CH3:20])[CH3:19])=[O:16])[CH2:11]1.[Br:22][C:23]1[CH:30]=[CH:29][C:26]([CH:27]=O)=[CH:25][CH:24]=1. Product: [Br:22][C:23]1[CH:30]=[CH:29][C:26]([C:27]2[N:8]([CH2:9][C@@H:10]3[CH2:14][CH2:13][N:12]([C:15]([O:17][C:18]([CH3:21])([CH3:20])[CH3:19])=[O:16])[CH2:11]3)[C:3]3[CH:4]=[CH:5][CH:6]=[CH:7][C:2]=3[N:1]=2)=[CH:25][CH:24]=1. The catalyst class is: 51. (7) Reactant: [Br:1][C:2]1[CH:7]=[CH:6][C:5]([O:8][CH3:9])=[C:4]([NH2:10])[C:3]=1[NH2:11].C(Cl)CCl.[CH:16]([C:19]1[CH:27]=[CH:26][C:22]([C:23](O)=[O:24])=[CH:21][CH:20]=1)([CH3:18])[CH3:17]. Product: [NH2:11][C:3]1[C:2]([Br:1])=[CH:7][CH:6]=[C:5]([O:8][CH3:9])[C:4]=1[NH:10][C:23](=[O:24])[C:22]1[CH:26]=[CH:27][C:19]([CH:16]([CH3:17])[CH3:18])=[CH:20][CH:21]=1. The catalyst class is: 166.